From a dataset of Volume of distribution at steady state (VDss) regression data from Lombardo et al.. Regression/Classification. Given a drug SMILES string, predict its absorption, distribution, metabolism, or excretion properties. Task type varies by dataset: regression for continuous measurements (e.g., permeability, clearance, half-life) or binary classification for categorical outcomes (e.g., BBB penetration, CYP inhibition). For this dataset (vdss_lombardo), we predict log10(VDss) (log10 of volume of distribution in L/kg). (1) The compound is CCN(C)C(=O)Oc1cccc(C(C)[NH+](C)C)c1. The log10(VDss) is 0.110. (2) The drug is CC(=O)OC1C(=O)C2(C)C(O)CC3OCC3(OC(C)=O)C2C(OC(=O)c2ccccc2)C2(O)CC(OC(=O)C(O)C(NC(=O)c3ccccc3)c3ccccc3)C(C)=C1C2(C)C. The log10(VDss) is 0.480. (3) The compound is CCOC(=O)Nc1ccc(NCc2ccc(F)cc2)cc1N. The log10(VDss) is 0.400. (4) The drug is COCCOCC(CC1(C(=O)NC2CCC(C(=O)[O-])CC2)CCCC1)C(=O)[O-]. The log10(VDss) is -0.600. (5) The log10(VDss) is -0.800. The compound is CCCCC(C)(C)C(O)/C=C/C1C(O)CC(Cl)C1C/C=C/CCCC(=O)[O-].